From a dataset of Full USPTO retrosynthesis dataset with 1.9M reactions from patents (1976-2016). Predict the reactants needed to synthesize the given product. (1) Given the product [F:25][C:4]1[CH:3]=[C:2]([NH:1][C:36]([NH:35][C:33](=[O:34])[CH2:32][C:26]2[CH:27]=[CH:28][CH:29]=[CH:30][CH:31]=2)=[O:37])[CH:24]=[CH:23][C:5]=1[O:6][C:7]1[CH:12]=[CH:11][N:10]=[C:9]([NH:13][C:14]([N:16]2[CH2:17][CH2:18][N:19]([CH3:22])[CH2:20][CH2:21]2)=[O:15])[CH:8]=1, predict the reactants needed to synthesize it. The reactants are: [NH2:1][C:2]1[CH:24]=[CH:23][C:5]([O:6][C:7]2[CH:12]=[CH:11][N:10]=[C:9]([NH:13][C:14]([N:16]3[CH2:21][CH2:20][N:19]([CH3:22])[CH2:18][CH2:17]3)=[O:15])[CH:8]=2)=[C:4]([F:25])[CH:3]=1.[C:26]1([CH2:32][C:33]([N:35]=[C:36]=[O:37])=[O:34])[CH:31]=[CH:30][CH:29]=[CH:28][CH:27]=1.C(OCC)C. (2) Given the product [Cl:29][C:23]1[CH:24]=[C:25]([Cl:28])[CH:26]=[CH:27][C:22]=1[C:20]1[N:8]=[C:6]([C:2]2[O:1][CH:5]=[CH:4][CH:3]=2)[O:7][CH:19]=1, predict the reactants needed to synthesize it. The reactants are: [O:1]1[CH:5]=[CH:4][CH:3]=[C:2]1[C:6]([NH2:8])=[O:7].CCN(C(C)C)C(C)C.Br[CH2:19][C:20]([C:22]1[CH:27]=[CH:26][C:25]([Cl:28])=[CH:24][C:23]=1[Cl:29])=O. (3) Given the product [CH2:24]([O:26][C:27](=[O:36])[CH2:28][CH2:29][CH2:30][CH2:31][C:32]1[CH:23]=[C:22]([C:16]2[CH:15]=[C:14]([Cl:13])[CH:19]=[CH:18][C:17]=2[O:20][CH3:21])[O:34][N:33]=1)[CH3:25], predict the reactants needed to synthesize it. The reactants are: C1(N=C=O)C=CC(N=C=O)=CC=1.[Cl:13][C:14]1[CH:19]=[CH:18][C:17]([O:20][CH3:21])=[C:16]([C:22]#[CH:23])[CH:15]=1.[CH2:24]([O:26][C:27](=[O:36])[CH2:28][CH2:29][CH2:30][CH2:31][CH2:32][N+:33]([O-])=[O:34])[CH3:25].C(N(CC)CC)C.